Dataset: Catalyst prediction with 721,799 reactions and 888 catalyst types from USPTO. Task: Predict which catalyst facilitates the given reaction. Reactant: [NH2:1][C:2]1[CH:10]=[C:9]2[C:5]([C:6]([C:21]3[CH:26]=[CH:25][CH:24]=[CH:23][CH:22]=3)=[N:7][N:8]2[C:11]2[S:12][CH:13]=[C:14]([C:16]([O:18][CH2:19][CH3:20])=[O:17])[N:15]=2)=[CH:4][CH:3]=1.[CH:27](=O)[C:28]1[CH:33]=[CH:32][CH:31]=[CH:30][CH:29]=1.C(O[BH-](OC(=O)C)OC(=O)C)(=O)C.[Na+].O. Product: [CH2:27]([NH:1][C:2]1[CH:10]=[C:9]2[C:5]([C:6]([C:21]3[CH:22]=[CH:23][CH:24]=[CH:25][CH:26]=3)=[N:7][N:8]2[C:11]2[S:12][CH:13]=[C:14]([C:16]([O:18][CH2:19][CH3:20])=[O:17])[N:15]=2)=[CH:4][CH:3]=1)[C:28]1[CH:33]=[CH:32][CH:31]=[CH:30][CH:29]=1. The catalyst class is: 411.